Dataset: Forward reaction prediction with 1.9M reactions from USPTO patents (1976-2016). Task: Predict the product of the given reaction. (1) Given the reactants [CH3:1][C:2]([NH2:5])([CH3:4])[CH3:3].Cl[C:7]1[CH:12]=[C:11]([C:13]2[CH:18]=[CH:17][CH:16]=[C:15]([Cl:19])[C:14]=2[Cl:20])[N:10]=[C:9]([NH2:21])[N:8]=1, predict the reaction product. The product is: [C:2]([NH:5][C:7]1[CH:12]=[C:11]([C:13]2[CH:18]=[CH:17][CH:16]=[C:15]([Cl:19])[C:14]=2[Cl:20])[N:10]=[C:9]([NH2:21])[N:8]=1)([CH3:4])([CH3:3])[CH3:1]. (2) Given the reactants Br[C:2]1[CH:3]=[CH:4][C:5]([C:10]([N:12]2[CH2:17][CH2:16][N:15]([C:18]3[C:23]([CH3:24])=[CH:22][C:21]([CH:25]4[CH2:27][CH2:26]4)=[CH:20][N:19]=3)[CH2:14][CH2:13]2)=[O:11])=[C:6]([CH:9]=1)[C:7]#[N:8].[S:28]1(=[O:34])(=[O:33])[CH2:32][CH2:31][CH2:30][NH:29]1, predict the reaction product. The product is: [CH:25]1([C:21]2[CH:22]=[C:23]([CH3:24])[C:18]([N:15]3[CH2:16][CH2:17][N:12]([C:10]([C:5]4[CH:4]=[CH:3][C:2]([N:29]5[CH2:30][CH2:31][CH2:32][S:28]5(=[O:34])=[O:33])=[CH:9][C:6]=4[C:7]#[N:8])=[O:11])[CH2:13][CH2:14]3)=[N:19][CH:20]=2)[CH2:27][CH2:26]1. (3) Given the reactants [CH3:1][C:2]1[CH:3]=[C:4]([C:21]2[CH:22]=[C:23]([CH:43]=[CH:44][CH:45]=2)[C:24]([NH:26][CH2:27][CH2:28][O:29][CH2:30][CH2:31][O:32][CH2:33][CH2:34][NH:35]C(=O)OC(C)(C)C)=[O:25])[CH:5]=[CH:6][C:7]=1[O:8][C@@H:9]1[C@:14]([OH:16])([CH3:15])[C@@H:13]([OH:17])[C@H:12]([OH:18])[C@@H:11]([CH2:19][OH:20])[O:10]1.[C:46]([OH:52])([C:48]([F:51])([F:50])[F:49])=[O:47], predict the reaction product. The product is: [NH2:35][CH2:34][CH2:33][O:32][CH2:31][CH2:30][O:29][CH2:28][CH2:27][NH:26][C:24](=[O:25])[C:23]1[CH:43]=[CH:44][CH:45]=[C:21]([C:4]2[CH:5]=[CH:6][C:7]([O:8][C@@H:9]3[C@:14]([OH:16])([CH3:15])[C@@H:13]([OH:17])[C@H:12]([OH:18])[C@@H:11]([CH2:19][OH:20])[O:10]3)=[C:2]([CH3:1])[CH:3]=2)[CH:22]=1.[C:46]([OH:52])([C:48]([F:51])([F:50])[F:49])=[O:47]. (4) Given the reactants [NH:1]1[C:5]2=[N:6][CH:7]=[C:8]([C:10]([NH:12][CH2:13][C:14]3[CH:19]=[CH:18][C:17]([S:20](Cl)(=[O:22])=[O:21])=[CH:16][CH:15]=3)=[O:11])[CH:9]=[C:4]2[CH:3]=[N:2]1.Cl.[N:25]1([CH:30]2[CH2:35][CH2:34][NH:33][CH2:32][CH2:31]2)[CH2:29][CH2:28][CH2:27][CH2:26]1.C(N(CC)CC)C, predict the reaction product. The product is: [N:25]1([CH:30]2[CH2:35][CH2:34][N:33]([S:20]([C:17]3[CH:18]=[CH:19][C:14]([CH2:13][NH:12][C:10]([C:8]4[CH:9]=[C:4]5[CH:3]=[N:2][NH:1][C:5]5=[N:6][CH:7]=4)=[O:11])=[CH:15][CH:16]=3)(=[O:22])=[O:21])[CH2:32][CH2:31]2)[CH2:29][CH2:28][CH2:27][CH2:26]1. (5) Given the reactants [Cl:1][C:2]1[CH:27]=[C:26]([NH:28][C:29]2[CH:34]=[CH:33][C:32]([F:35])=[CH:31][C:30]=2[F:36])[CH:25]=[CH:24][C:3]=1[C:4]([C:6]1[CH:7]=[C:8]([C:13]2[N:14]=[N:15][N:16]([CH2:18][C:19]([NH:21][CH2:22][CH3:23])=[O:20])[CH:17]=2)[CH:9]=[CH:10][C:11]=1[CH3:12])=[O:5].ClC1C=C(NC2C=CC(F)=CC=2F)C=C[C:39]=1[C:40](C1C=C(C2N=NN(CC(O)=O)C=2)C=CC=1C)=[O:41].Cl.N1CCOCC1, predict the reaction product. The product is: [Cl:1][C:2]1[CH:27]=[C:26]([NH:28][C:29]2[CH:34]=[CH:33][C:32]([F:35])=[CH:31][C:30]=2[F:36])[CH:25]=[CH:24][C:3]=1[C:4]([C:6]1[CH:7]=[C:8]([C:13]2[N:14]=[N:15][N:16]([CH2:18][C:19]([N:21]3[CH2:39][CH2:40][O:41][CH2:23][CH2:22]3)=[O:20])[CH:17]=2)[CH:9]=[CH:10][C:11]=1[CH3:12])=[O:5].